From a dataset of Forward reaction prediction with 1.9M reactions from USPTO patents (1976-2016). Predict the product of the given reaction. (1) Given the reactants Br[CH2:2][C:3]([C:5]1[CH:14]=[CH:13][CH:12]=[C:11]2[C:6]=1[N:7]=[C:8]([NH:16][CH2:17][C:18]([F:21])([F:20])[F:19])[C:9]([CH3:15])=[N:10]2)=[O:4].[C:22]([O:26][C:27]([NH:29][C:30]1([C:33](=[O:40])[CH2:34][C:35]([O:37][CH2:38][CH3:39])=[O:36])[CH2:32][CH2:31]1)=[O:28])([CH3:25])([CH3:24])[CH3:23].C([O-])([O-])=O.[K+].[K+].[NH4+].[Cl-], predict the reaction product. The product is: [C:22]([O:26][C:27]([NH:29][C:30]1([C:33]([CH:34]([CH2:2][C:3]([C:5]2[CH:14]=[CH:13][CH:12]=[C:11]3[C:6]=2[N:7]=[C:8]([NH:16][CH2:17][C:18]([F:21])([F:20])[F:19])[C:9]([CH3:15])=[N:10]3)=[O:4])[C:35]([O:37][CH2:38][CH3:39])=[O:36])=[O:40])[CH2:32][CH2:31]1)=[O:28])([CH3:25])([CH3:24])[CH3:23]. (2) Given the reactants C[C:2]1([CH3:10])[O:9][C:7](=[O:8])[CH2:6][C:4](=[O:5])O1.[F:11][C:12]([F:20])([F:19])[CH2:13][CH2:14]CC(O)=O.C1CCC(N=C=NC2CCCCC2)CC1, predict the reaction product. The product is: [F:11][C:12]([F:20])([F:19])[CH2:13][CH2:14][C:4](=[O:5])[CH2:6][C:7]([O:9][CH2:2][CH3:10])=[O:8]. (3) Given the reactants [C:1]([N:8]1[CH2:13][CH2:12][CH:11]([OH:14])[CH2:10][CH2:9]1)([O:3][C:4]([CH3:7])([CH3:6])[CH3:5])=[O:2].C(N(CC)CC)C.[CH3:22][S:23](Cl)(=[O:25])=[O:24], predict the reaction product. The product is: [C:4]([O:3][C:1]([N:8]1[CH2:13][CH2:12][CH:11]([O:14][S:23]([CH3:22])(=[O:25])=[O:24])[CH2:10][CH2:9]1)=[O:2])([CH3:7])([CH3:6])[CH3:5]. (4) Given the reactants [Br:1]Br.[Cl:3][C:4]1[CH:9]=[C:8]([N+:10]([O-:12])=[O:11])[C:7]([OH:13])=[CH:6][CH:5]=1.N1C=CC=CC=1, predict the reaction product. The product is: [N+:10]([C:8]1[CH:9]=[C:4]([Cl:3])[CH:5]=[C:6]([Br:1])[C:7]=1[OH:13])([O-:12])=[O:11]. (5) The product is: [F:1][C:2]1[C:3]([O:8][CH2:9][C@@H:10]([N:12]2[C:20](=[O:21])[C:19]3[C:14](=[CH:15][CH:16]=[CH:17][CH:18]=3)[C:13]2=[O:22])[CH3:11])=[N:4][O:5][C:6]=1[CH2:7][OH:29]. Given the reactants [F:1][C:2]1[C:3]([O:8][CH2:9][C@@H:10]([N:12]2[C:20](=[O:21])[C:19]3[C:14](=[CH:15][CH:16]=[CH:17][CH:18]=3)[C:13]2=[O:22])[CH3:11])=[N:4][O:5][C:6]=1[CH3:7].BrN1C(=[O:29])CCC1=O.N(C(C)(C)C#N)=NC(C)(C)C#N.FC(C1C=CC=CC=1)(F)F, predict the reaction product.